This data is from Catalyst prediction with 721,799 reactions and 888 catalyst types from USPTO. The task is: Predict which catalyst facilitates the given reaction. (1) The catalyst class is: 1. Product: [Br:20][C:21]1[CH:32]=[CH:31][C:24]([C:25](=[O:26])[CH2:9][C:10]2[CH:15]=[CH:14][N:13]=[CH:12][CH:11]=2)=[CH:23][CH:22]=1. Reactant: [Li+].CC([N-]C(C)C)C.[CH3:9][C:10]1[CH:15]=[CH:14][N:13]=[CH:12][CH:11]=1.CC(O)=O.[Br:20][C:21]1[CH:32]=[CH:31][C:24]([C:25](N(OC)C)=[O:26])=[CH:23][CH:22]=1. (2) Reactant: F[C:2]1[CH:7]=[C:6]([C:8]2[CH:37]=[CH:36][C:11]3[N:12]([C:15]4[S:19][C:18]([C:20]([NH2:22])=[O:21])=[C:17]([O:23][C@@H:24]([C:26]5[CH:31]=[CH:30][CH:29]=[CH:28][C:27]=5[C:32]([F:35])([F:34])[F:33])[CH3:25])[CH:16]=4)[CH:13]=[N:14][C:10]=3[CH:9]=2)[CH:5]=[CH:4][N:3]=1.[CH3:38][N:39]1[CH2:44][CH2:43][NH:42][CH2:41][CH2:40]1.C(O)C. Product: [CH3:38][N:39]1[CH2:44][CH2:43][N:42]([C:2]2[CH:7]=[C:6]([C:8]3[CH:37]=[CH:36][C:11]4[N:12]([C:15]5[S:19][C:18]([C:20]([NH2:22])=[O:21])=[C:17]([O:23][C@@H:24]([C:26]6[CH:31]=[CH:30][CH:29]=[CH:28][C:27]=6[C:32]([F:33])([F:35])[F:34])[CH3:25])[CH:16]=5)[CH:13]=[N:14][C:10]=4[CH:9]=3)[CH:5]=[CH:4][N:3]=2)[CH2:41][CH2:40]1. The catalyst class is: 2. (3) Reactant: [CH2:1]([N:5]([CH3:24])[C:6]([C:8]1[CH:9]=[C:10]([C:21](O)=[O:22])[CH:11]=[C:12]([C:14]2[CH:19]=[CH:18][C:17]([CH3:20])=[CH:16][CH:15]=2)[CH:13]=1)=[O:7])[CH:2]([CH3:4])[CH3:3].Cl.CN(C)CCCN=C=NCC.O.ON1C2C=CC=CC=2N=N1.[Cl:48][C:49]1[CH:54]=[CH:53][C:52]([CH2:55][NH2:56])=[CH:51][N:50]=1.C(N(CC)C(C)C)(C)C. Product: [Cl:48][C:49]1[N:50]=[CH:51][C:52]([CH2:55][NH:56][C:21]([C:10]2[CH:11]=[C:12]([C:14]3[CH:19]=[CH:18][C:17]([CH3:20])=[CH:16][CH:15]=3)[CH:13]=[C:8]([C:6]([N:5]([CH2:1][CH:2]([CH3:4])[CH3:3])[CH3:24])=[O:7])[CH:9]=2)=[O:22])=[CH:53][CH:54]=1. The catalyst class is: 2.